Dataset: Full USPTO retrosynthesis dataset with 1.9M reactions from patents (1976-2016). Task: Predict the reactants needed to synthesize the given product. (1) Given the product [C:6]([NH2:8])(=[O:7])[C:5]1[CH:9]=[CH:10][CH:2]=[CH:3][CH:4]=1, predict the reactants needed to synthesize it. The reactants are: I[C:2]1[CH:10]=[CH:9][C:5]([C:6]([NH2:8])=[O:7])=[CH:4][C:3]=1[N+]([O-])=O. (2) Given the product [OH:45][CH2:41][CH:38]1[CH2:37][CH2:36][N:35]([CH2:2][CH2:3][CH2:4][CH2:5][O:6][C:7]2[CH:16]=[C:15]3[C:10]([C:11]([O:17][C:18]4[CH:23]=[CH:22][C:21]([CH3:24])=[CH:20][C:19]=4[C:25]([C:27]4[CH:32]=[CH:31][CH:30]=[CH:29][CH:28]=4)=[O:26])=[CH:12][CH:13]=[N:14]3)=[CH:9][C:8]=2[O:33][CH3:34])[CH2:40][CH2:39]1, predict the reactants needed to synthesize it. The reactants are: Cl[CH2:2][CH2:3][CH2:4][CH2:5][O:6][C:7]1[CH:16]=[C:15]2[C:10]([C:11]([O:17][C:18]3[CH:23]=[CH:22][C:21]([CH3:24])=[CH:20][C:19]=3[C:25]([C:27]3[CH:32]=[CH:31][CH:30]=[CH:29][CH:28]=3)=[O:26])=[CH:12][CH:13]=[N:14]2)=[CH:9][C:8]=1[O:33][CH3:34].[NH:35]1[CH2:40][CH2:39][CH:38]([CH2:41]CO)[CH2:37][CH2:36]1.C(=O)([O-])[O-:45].[K+].[K+].O. (3) Given the product [C:1]([O:5][C:6]([N:8]1[CH2:9][CH2:10][C:11]2([N:15]([CH3:40])[CH:14]([CH2:16][C:17]3[CH:22]=[CH:21][C:20]([C:23]([CH3:24])([CH3:26])[CH3:25])=[CH:19][CH:18]=3)[N:13]([CH2:27][CH2:28][C:29]3[CH:30]=[CH:31][C:32]([O:35][CH3:36])=[CH:33][CH:34]=3)[C:12]2=[O:37])[CH2:38][CH2:39]1)=[O:7])([CH3:2])([CH3:3])[CH3:4], predict the reactants needed to synthesize it. The reactants are: [C:1]([O:5][C:6]([N:8]1[CH2:39][CH2:38][C:11]2([NH:15][CH:14]([CH2:16][C:17]3[CH:22]=[CH:21][C:20]([C:23]([CH3:26])([CH3:25])[CH3:24])=[CH:19][CH:18]=3)[N:13]([CH2:27][CH2:28][C:29]3[CH:34]=[CH:33][C:32]([O:35][CH3:36])=[CH:31][CH:30]=3)[C:12]2=[O:37])[CH2:10][CH2:9]1)=[O:7])([CH3:4])([CH3:3])[CH3:2].[CH3:40]I. (4) Given the product [Br:18][C:19]1[CH:20]=[CH:21][C:22]([CH:25]([F:30])[CH2:26][OH:27])=[CH:23][CH:24]=1, predict the reactants needed to synthesize it. The reactants are: COC(=O)CC1C=CC(CN2CCCC2)=CC=1.[Br:18][C:19]1[CH:24]=[CH:23][C:22]([CH:25]([F:30])[C:26](OC)=[O:27])=[CH:21][CH:20]=1. (5) Given the product [C:1]([O:5][C:6](=[O:21])[NH:7][CH2:8][C:9]1[C:18]2[C:13](=[CH:14][CH:15]=[CH:16][CH:17]=2)[C:12](=[O:19])[N:11]([NH:20][C:30](=[O:31])[CH2:29][C:26]2[CH:27]=[CH:28][C:23]([F:22])=[CH:24][CH:25]=2)[N:10]=1)([CH3:4])([CH3:2])[CH3:3], predict the reactants needed to synthesize it. The reactants are: [C:1]([O:5][C:6](=[O:21])[NH:7][CH2:8][C:9]1[C:18]2[C:13](=[CH:14][CH:15]=[CH:16][CH:17]=2)[C:12](=[O:19])[N:11]([NH2:20])[N:10]=1)([CH3:4])([CH3:3])[CH3:2].[F:22][C:23]1[CH:28]=[CH:27][C:26]([CH2:29][C:30](Cl)=[O:31])=[CH:25][CH:24]=1. (6) Given the product [F:17][C:4]1[CH:3]=[C:2]([N:1]2[CH:29]=[N:39][N:40]=[N:41]2)[CH:7]=[C:6]([F:8])[C:5]=1[CH2:9][C:10]([O:12][C:13]([CH3:14])([CH3:16])[CH3:15])=[O:11], predict the reactants needed to synthesize it. The reactants are: [NH2:1][C:2]1[CH:7]=[C:6]([F:8])[C:5]([CH2:9][C:10]([O:12][C:13]([CH3:16])([CH3:15])[CH3:14])=[O:11])=[C:4]([F:17])[CH:3]=1.FC(F)(F)C(O[Si](C)(C)C)=O.[CH:29](OCC)(OCC)OCC.[N:39]([Si](C)(C)C)=[N+:40]=[N-:41].